Dataset: Catalyst prediction with 721,799 reactions and 888 catalyst types from USPTO. Task: Predict which catalyst facilitates the given reaction. (1) Reactant: C(N(CC)CC)C.[O:8]=[C:9]1[O:15][C@H:14]([C@H:16]([CH2:18][OH:19])[OH:17])[C:12]([OH:13])=[C:10]1[OH:11].[CH3:20][C:21]([CH2:37][CH2:38][CH2:39][CH:40]([CH3:47])[CH2:41][CH2:42][CH2:43][CH:44]([CH3:46])[CH3:45])=[CH:22][CH2:23][CH2:24][CH2:25]OS(C1C=CC(C)=CC=1)(=O)=O. Product: [CH3:20][C:21]([CH2:37][CH2:38][CH2:39][CH:40]([CH3:47])[CH2:41][CH2:42][CH2:43][CH:44]([CH3:46])[CH3:45])=[CH:22][CH2:23][CH2:24][CH2:25][O:11][C:10]1[C:9]([O:15][C@H:14]([C@H:16]([CH2:18][OH:19])[OH:17])[C:12]=1[OH:13])=[O:8]. The catalyst class is: 10. (2) Reactant: [CH3:1][N:2]([CH3:33])[C:3]([O:5][C:6]1[CH:7]=[C:8]([NH:12][C:13]([C:15]2([O:28][CH2:29][CH2:30][O:31][CH3:32])[CH2:20][CH2:19][N:18](C(OC(C)(C)C)=O)[CH2:17][CH2:16]2)=[O:14])[CH:9]=[CH:10][CH:11]=1)=[O:4].Cl. Product: [CH3:33][N:2]([CH3:1])[C:3](=[O:4])[O:5][C:6]1[CH:11]=[CH:10][CH:9]=[C:8]([NH:12][C:13]([C:15]2([O:28][CH2:29][CH2:30][O:31][CH3:32])[CH2:20][CH2:19][NH:18][CH2:17][CH2:16]2)=[O:14])[CH:7]=1. The catalyst class is: 5. (3) Reactant: [C:1]([NH:8][C:9]1[CH:14]=[CH:13][C:12]([OH:15])=[CH:11][CH:10]=1)([O:3][C:4]([CH3:7])([CH3:6])[CH3:5])=[O:2].CC(C)([O-])C.[K+].Cl[C:23]1[CH:28]=[CH:27][N:26]=[C:25]([NH:29][CH3:30])[C:24]=1[N+:31]([O-:33])=[O:32]. Product: [CH3:30][NH:29][C:25]1[C:24]([N+:31]([O-:33])=[O:32])=[C:23]([O:15][C:12]2[CH:11]=[CH:10][C:9]([NH:8][C:1](=[O:2])[O:3][C:4]([CH3:7])([CH3:6])[CH3:5])=[CH:14][CH:13]=2)[CH:28]=[CH:27][N:26]=1. The catalyst class is: 3. (4) Reactant: [CH3:1][C:2]([O:5][C:6]([N:8]1[C@@H:12]2[CH2:13][C:14]([CH2:16][C@H:9]1[CH2:10][CH2:11]2)=[O:15])=[O:7])([CH3:4])[CH3:3].[BH4-].[Na+]. The catalyst class is: 5. Product: [C:2]([O:5][C:6]([N:8]1[CH:12]2[CH2:11][CH2:10][CH:9]1[CH2:16][CH:14]([OH:15])[CH2:13]2)=[O:7])([CH3:4])([CH3:1])[CH3:3].